Predict the reactants needed to synthesize the given product. From a dataset of Full USPTO retrosynthesis dataset with 1.9M reactions from patents (1976-2016). (1) Given the product [F:1][C:2]1[CH:3]=[C:4]2[C:8](=[CH:9][CH:10]=1)[N:7]([CH2:11][C:12]([OH:14])=[O:13])[C:6]([CH3:16])=[C:5]2[CH2:17][C:18]1[CH:23]=[CH:22][C:21](=[O:24])[N:20]([CH2:28][C:29]([F:32])([F:31])[F:30])[N:19]=1, predict the reactants needed to synthesize it. The reactants are: [F:1][C:2]1[CH:3]=[C:4]2[C:8](=[CH:9][CH:10]=1)[N:7]([CH2:11][C:12]([O:14]C)=[O:13])[C:6]([CH3:16])=[C:5]2[CH2:17][C:18]1[CH:23]=[CH:22][C:21](=[O:24])[NH:20][N:19]=1.BrCC[CH2:28][C:29]([F:32])([F:31])[F:30].[Li+].[OH-]. (2) Given the product [F:41][CH:11]([F:10])[O:12][C:13]1[CH:18]=[CH:17][CH:16]=[CH:15][C:14]=1[CH2:19][C:20]1[N:24]2[CH:25]=[C:26]([C:30]3[CH:31]=[N:32][C:33]([C:36]([F:7])([CH3:37])[CH3:38])=[N:34][CH:35]=3)[C:27]([F:29])=[CH:28][C:23]2=[N:22][C:21]=1[CH3:40], predict the reactants needed to synthesize it. The reactants are: CCN(S(F)(F)[F:7])CC.[F:10][CH:11]([F:41])[O:12][C:13]1[CH:18]=[CH:17][CH:16]=[CH:15][C:14]=1[CH2:19][C:20]1[N:24]2[CH:25]=[C:26]([C:30]3[CH:31]=[N:32][C:33]([C:36](O)([CH3:38])[CH3:37])=[N:34][CH:35]=3)[C:27]([F:29])=[CH:28][C:23]2=[N:22][C:21]=1[CH3:40]. (3) Given the product [N+:1]([C:4]1[CH:5]=[N:6][N:7]([C:9]2([CH2:13][OH:14])[CH2:12][CH2:11][CH2:10]2)[CH:8]=1)([O-:3])=[O:2], predict the reactants needed to synthesize it. The reactants are: [N+:1]([C:4]1[CH:5]=[N:6][N:7]([C:9]2([C:13](OCC)=[O:14])[CH2:12][CH2:11][CH2:10]2)[CH:8]=1)([O-:3])=[O:2].[BH4-].[Li+].O. (4) Given the product [C:1]1([N:7]([C:9]2[CH:14]=[CH:13][CH:12]=[CH:11][CH:10]=2)[N:8]=[CH:18][C:17]2[CH:20]=[C:21]([OH:25])[C:22]([OH:24])=[CH:23][C:16]=2[OH:15])[CH:2]=[CH:3][CH:4]=[CH:5][CH:6]=1, predict the reactants needed to synthesize it. The reactants are: [C:1]1([N:7]([C:9]2[CH:14]=[CH:13][CH:12]=[CH:11][CH:10]=2)[NH2:8])[CH:6]=[CH:5][CH:4]=[CH:3][CH:2]=1.[OH:15][C:16]1[CH:23]=[C:22]([OH:24])[C:21]([OH:25])=[CH:20][C:17]=1[CH:18]=O.